This data is from Catalyst prediction with 721,799 reactions and 888 catalyst types from USPTO. The task is: Predict which catalyst facilitates the given reaction. (1) Reactant: Cl[C:2]1[C:7]([Cl:8])=[N:6][CH:5]=[CH:4][N:3]=1.[NH:9]1[CH2:14][CH2:13][NH:12][CH2:11][CH2:10]1.C([O-])([O-])=O.[K+].[K+]. Product: [Cl:8][C:7]1[C:2]([N:9]2[CH2:14][CH2:13][NH:12][CH2:11][CH2:10]2)=[N:3][CH:4]=[CH:5][N:6]=1. The catalyst class is: 291. (2) The catalyst class is: 8. Reactant: ClC(C[C:6]1[CH:11]=[CH:10][CH:9]=[CH:8][C:7]=1[O:12][CH3:13])C=O.[NH2:14]C(N)=O. Product: [CH3:13][O:12][C:7]1[CH:8]=[CH:9][CH:10]=[CH:11][C:6]=1[NH2:14].